From a dataset of Forward reaction prediction with 1.9M reactions from USPTO patents (1976-2016). Predict the product of the given reaction. The product is: [ClH:31].[CH2:1]([O:3][C:4]1[C:5]2[C:9]([CH:10]=[CH:11][CH:12]=1)=[N:8][N:7]1[C:13]([CH:18]3[CH2:23][CH2:22][NH:21][CH2:20][CH2:19]3)=[CH:14][C:15](=[O:17])[NH:16][C:6]=21)[CH3:2]. Given the reactants [CH2:1]([O:3][C:4]1[C:5]2[C:9]([CH:10]=[CH:11][CH:12]=1)=[N:8][N:7]1[C:13]([CH:18]3[CH2:23][CH2:22][N:21](C(OC(C)(C)C)=O)[CH2:20][CH2:19]3)=[CH:14][C:15](=[O:17])[NH:16][C:6]=21)[CH3:2].[ClH:31], predict the reaction product.